Dataset: Reaction yield outcomes from USPTO patents with 853,638 reactions. Task: Predict the reaction yield, written as a fraction of the theoretical maximum amount of product (1.0 means a 100% yield; for example, 0.34 means a 34% yield). (1) The product is [Br:25][C:23]1[CH:24]=[C:19]([NH:1][C:2]2[CH:3]=[CH:4][C:5]([C:8]([N:10]3[C@@H:15]([CH3:16])[CH2:14][O:13][CH2:12][C@H:11]3[CH3:17])=[O:9])=[CH:6][N:7]=2)[C:20](=[O:27])[N:21]([CH3:26])[CH:22]=1. The reactants are [NH2:1][C:2]1[N:7]=[CH:6][C:5]([C:8]([N:10]2[C@@H:15]([CH3:16])[CH2:14][O:13][CH2:12][C@H:11]2[CH3:17])=[O:9])=[CH:4][CH:3]=1.Br[C:19]1[C:20](=[O:27])[N:21]([CH3:26])[CH:22]=[C:23]([Br:25])[CH:24]=1.CC1(C)C2C(=C(P(C3C=CC=CC=3)C3C=CC=CC=3)C=CC=2)OC2C(P(C3C=CC=CC=3)C3C=CC=CC=3)=CC=CC1=2.C([O-])([O-])=O.[Cs+].[Cs+]. The yield is 0.660. The catalyst is C1C=CC(/C=C/C(/C=C/C2C=CC=CC=2)=O)=CC=1.C1C=CC(/C=C/C(/C=C/C2C=CC=CC=2)=O)=CC=1.C1C=CC(/C=C/C(/C=C/C2C=CC=CC=2)=O)=CC=1.[Pd].[Pd].O1CCOCC1. (2) The reactants are CC1C=CC(S(OCC2CC3C=CC=C(C4C=CSC=4)C=3O2)(=O)=O)=CC=1.[N-]=[N+]=[N-].[Na+].[N:31]([CH2:34][CH:35]1[CH2:39][C:38]2[CH:40]=[C:41](Cl)[CH:42]=[C:43]([C:44]3[CH:48]=[CH:47][S:46][CH:45]=3)[C:37]=2[O:36]1)=[N+]=[N-].S1C=CC(C2C3OC(CN=[N+]=[N-])CC=3C=CC=2)=C1.[N-]=[N+]=[N-]. The catalyst is [Pd]. The product is [S:46]1[CH:47]=[CH:48][C:44]([C:43]2[C:37]3[O:36][CH:35]([CH2:34][NH2:31])[CH2:39][C:38]=3[CH:40]=[CH:41][CH:42]=2)=[CH:45]1. The yield is 0.550.